Binary Classification. Given a drug SMILES string, predict its activity (active/inactive) in a high-throughput screening assay against a specified biological target. From a dataset of Orexin1 receptor HTS with 218,158 compounds and 233 confirmed actives. The compound is Clc1sc2c(n(c(c2)C(=O)NCCc2cc(OC)c(OC)cc2)C)c1. The result is 0 (inactive).